Dataset: Catalyst prediction with 721,799 reactions and 888 catalyst types from USPTO. Task: Predict which catalyst facilitates the given reaction. Reactant: [NH2:1][C:2]1[S:3][C:4]([C:7]#[N:8])=[CH:5][N:6]=1.Cl[C:10]1[N:15]=[CH:14][N:13]=[C:12]([Cl:16])[CH:11]=1.[O-]P([O-])([O-])=O.[K+].[K+].[K+].OP(O)(O)=O. Product: [Cl:16][C:12]1[N:13]=[CH:14][N:15]=[C:10]([NH:1][C:2]2[S:3][C:4]([C:7]#[N:8])=[CH:5][N:6]=2)[CH:11]=1. The catalyst class is: 136.